This data is from Reaction yield outcomes from USPTO patents with 853,638 reactions. The task is: Predict the reaction yield, written as a fraction of the theoretical maximum amount of product (1.0 means a 100% yield; for example, 0.34 means a 34% yield). (1) The product is [CH2:10]([N:14]([CH2:40][CH:41]([CH3:43])[CH3:42])[C:15]1[CH:20]=[CH:19][C:18]([C:2]2[C:3]([C:7]([OH:9])=[O:8])=[CH:4][S:5][CH:6]=2)=[CH:17][C:16]=1[NH:29][C:30]([NH:32][C:33]1[CH:38]=[CH:37][C:36]([CH3:39])=[CH:35][CH:34]=1)=[O:31])[CH:11]([CH3:13])[CH3:12]. The reactants are Br[C:2]1[C:3]([C:7]([OH:9])=[O:8])=[CH:4][S:5][CH:6]=1.[CH2:10]([N:14]([CH2:40][CH:41]([CH3:43])[CH3:42])[C:15]1[CH:20]=[CH:19][C:18](B2OCC(C)(C)CO2)=[CH:17][C:16]=1[NH:29][C:30]([NH:32][C:33]1[CH:38]=[CH:37][C:36]([CH3:39])=[CH:35][CH:34]=1)=[O:31])[CH:11]([CH3:13])[CH3:12].C(=O)([O-])[O-].[K+].[K+].CC(O)=O. The catalyst is CN(C=O)C.C1C=CC([P]([Pd]([P](C2C=CC=CC=2)(C2C=CC=CC=2)C2C=CC=CC=2)([P](C2C=CC=CC=2)(C2C=CC=CC=2)C2C=CC=CC=2)[P](C2C=CC=CC=2)(C2C=CC=CC=2)C2C=CC=CC=2)(C2C=CC=CC=2)C2C=CC=CC=2)=CC=1. The yield is 0.180. (2) The reactants are [NH2:1][C@:2]12[CH2:37][CH2:36][C@@H:35]([C:38]([CH3:40])=[CH2:39])[C@@H:3]1[C@@H:4]1[C@@:17]([CH3:20])([CH2:18][CH2:19]2)[C@@:16]2([CH3:21])[C@@H:7]([C@:8]3([CH3:34])[C@@H:13]([CH2:14][CH2:15]2)[C:12]([CH3:23])([CH3:22])[C:11]([C:24]2[CH:33]=[CH:32][C:27]([C:28]([O:30]C)=[O:29])=[CH:26][CH:25]=2)=[CH:10][CH2:9]3)[CH2:6][CH2:5]1.CN(C)CCC(N[C@]12CC[C@@H](C(C)=C)[C@@H]1[C@@H]1[C@@](C)(CC2)[C@@]2(C)[C@@H]([C@]3(C)[C@@H](CC2)C(C)(C)C(C2C=CC(C(O)=O)=CC=2)=CC3)CC1)=O.[C:87]([O:91][C:92]([NH:94][C@H:95]1[CH2:99][CH2:98][N:97]([CH2:100][C:101]([OH:103])=O)[C:96]1=[O:104])=[O:93])([CH3:90])([CH3:89])[CH3:88]. No catalyst specified. The product is [C:87]([O:91][C:92]([NH:94][C@H:95]1[CH2:99][CH2:98][N:97]([CH2:100][C:101]([NH:1][C@:2]23[CH2:37][CH2:36][C@@H:35]([C:38]([CH3:40])=[CH2:39])[C@@H:3]2[C@@H:4]2[C@@:17]([CH3:20])([CH2:18][CH2:19]3)[C@@:16]3([CH3:21])[C@@H:7]([C@:8]4([CH3:34])[C@@H:13]([CH2:14][CH2:15]3)[C:12]([CH3:23])([CH3:22])[C:11]([C:24]3[CH:25]=[CH:26][C:27]([C:28]([OH:30])=[O:29])=[CH:32][CH:33]=3)=[CH:10][CH2:9]4)[CH2:6][CH2:5]2)=[O:103])[C:96]1=[O:104])=[O:93])([CH3:88])([CH3:89])[CH3:90]. The yield is 0.340. (3) The reactants are Br[C:2]1[CH:10]=[C:9]2[C:5]([CH:6]=[N:7][N:8]2[CH2:11][CH:12]([CH3:14])[CH3:13])=[CH:4][C:3]=1[O:15][C:16]1[CH:21]=[CH:20][C:19]([F:22])=[CH:18][C:17]=1[F:23].[CH3:24][N:25]([CH3:30])[CH2:26][CH2:27][CH2:28][NH2:29].C1C=CC(P(C2C(C3C(P(C4C=CC=CC=4)C4C=CC=CC=4)=CC=C4C=3C=CC=C4)=C3C(C=CC=C3)=CC=2)C2C=CC=CC=2)=CC=1.CC([O-])(C)C.[Na+]. The catalyst is O1CCOCC1.C1C=CC(/C=C/C(/C=C/C2C=CC=CC=2)=O)=CC=1.C1C=CC(/C=C/C(/C=C/C2C=CC=CC=2)=O)=CC=1.C1C=CC(/C=C/C(/C=C/C2C=CC=CC=2)=O)=CC=1.[Pd].[Pd]. The product is [F:23][C:17]1[CH:18]=[C:19]([F:22])[CH:20]=[CH:21][C:16]=1[O:15][C:3]1[CH:4]=[C:5]2[C:9](=[CH:10][C:2]=1[NH:29][CH2:28][CH2:27][CH2:26][N:25]([CH3:30])[CH3:24])[N:8]([CH2:11][CH:12]([CH3:14])[CH3:13])[N:7]=[CH:6]2. The yield is 0.690.